This data is from Peptide-MHC class I binding affinity with 185,985 pairs from IEDB/IMGT. The task is: Regression. Given a peptide amino acid sequence and an MHC pseudo amino acid sequence, predict their binding affinity value. This is MHC class I binding data. The peptide sequence is HLPRELIFQVW. The MHC is Mamu-A01 with pseudo-sequence Mamu-A01. The binding affinity (normalized) is 0.219.